Dataset: Forward reaction prediction with 1.9M reactions from USPTO patents (1976-2016). Task: Predict the product of the given reaction. (1) Given the reactants [N+:1]([C:4]1[CH:5]=[C:6]([OH:13])[CH:7]=[CH:8][C:9]=1[N+:10]([O-:12])=[O:11])([O-:3])=[O:2].Br[CH2:15][C:16]([O:18][CH2:19][CH3:20])=[O:17].C(=O)([O-])[O-].[Cs+].[Cs+], predict the reaction product. The product is: [N+:1]([C:4]1[CH:5]=[C:6]([CH:7]=[CH:8][C:9]=1[N+:10]([O-:12])=[O:11])[O:13][CH2:15][C:16]([O:18][CH2:19][CH3:20])=[O:17])([O-:3])=[O:2]. (2) Given the reactants [F:1][C:2]([F:24])([F:23])[C:3]1[N:4]=[C:5]([NH:8][C:9]2[CH:14]=[CH:13][C:12]([C@H:15]([C:17]3[C:18](N)=[N:19][O:20][N:21]=3)[CH3:16])=[CH:11][CH:10]=2)[S:6][CH:7]=1.N([O-])=[O:26].[Na+].OS(O)(=O)=O, predict the reaction product. The product is: [F:1][C:2]([F:24])([F:23])[C:3]1[N:4]=[C:5]([NH:8][C:9]2[CH:14]=[CH:13][C:12]([C@H:15]([C:17]3[C:18]([OH:26])=[N:19][O:20][N:21]=3)[CH3:16])=[CH:11][CH:10]=2)[S:6][CH:7]=1.